Dataset: Reaction yield outcomes from USPTO patents with 853,638 reactions. Task: Predict the reaction yield, written as a fraction of the theoretical maximum amount of product (1.0 means a 100% yield; for example, 0.34 means a 34% yield). The reactants are [C:1]1([N:11]2[CH2:16][CH2:15][N:14]([CH2:17][CH2:18][CH2:19][CH2:20][OH:21])[CH2:13][CH2:12]2)[C:10]2[C:5](=[CH:6][CH:7]=[CH:8][CH:9]=2)[CH:4]=[CH:3][CH:2]=1.Cl[C:23]1[N:32]=[C:31]2[C:26]([CH:27]=[CH:28][C:29](=[O:34])[N:30]2[CH3:33])=[CH:25][CH:24]=1. The catalyst is C1COCC1. The product is [CH3:33][N:30]1[C:31]2[C:26](=[CH:25][CH:24]=[C:23]([O:21][CH2:20][CH2:19][CH2:18][CH2:17][N:14]3[CH2:13][CH2:12][N:11]([C:1]4[C:10]5[C:5](=[CH:6][CH:7]=[CH:8][CH:9]=5)[CH:4]=[CH:3][CH:2]=4)[CH2:16][CH2:15]3)[N:32]=2)[CH:27]=[CH:28][C:29]1=[O:34]. The yield is 0.770.